Dataset: Catalyst prediction with 721,799 reactions and 888 catalyst types from USPTO. Task: Predict which catalyst facilitates the given reaction. (1) Reactant: [N:1]([CH:4]1[CH2:13][C:12]2[C:7](=[CH:8][CH:9]=[CH:10][CH:11]=2)[C:6](=[O:14])[CH2:5]1)=[C:2]=[O:3].[CH2:15]([OH:22])[C:16]1[CH:21]=[CH:20][CH:19]=[CH:18][CH:17]=1.N1C=CC=CC=1. Product: [CH2:15]([O:22][C:2]([NH:1][CH:4]1[CH2:13][C:12]2[C:7](=[CH:8][CH:9]=[CH:10][CH:11]=2)[C:6](=[O:14])[CH2:5]1)=[O:3])[C:16]1[CH:21]=[CH:20][CH:19]=[CH:18][CH:17]=1. The catalyst class is: 48. (2) Reactant: [Cl:1][C:2]1[CH:3]=[CH:4][C:5]([N+:11]([O-:13])=[O:12])=[C:6]([C:8](=[O:10])[CH3:9])[CH:7]=1.CO[CH:16](OC)[N:17]([CH3:19])[CH3:18]. Product: [Cl:1][C:2]1[CH:3]=[CH:4][C:5]([N+:11]([O-:13])=[O:12])=[C:6]([C:8](=[O:10])[CH:9]=[CH:16][N:17]([CH3:19])[CH3:18])[CH:7]=1. The catalyst class is: 3. (3) Product: [CH3:10][O:11][C:12](=[O:30])[CH:13]1[CH2:18][CH2:17][CH2:16][CH2:15][NH:14]1. Reactant: ClC1C=CC([Mg]I)=CC=1.[CH3:10][O:11][C:12](=[O:30])[CH:13]1[CH2:18][CH2:17][CH2:16][CH2:15][N:14]1CCC(C1C=CC(F)=CC=1)=O. The catalyst class is: 27. (4) Reactant: [Cl:1][C:2]1[CH:7]=[CH:6][C:5]([CH:8]2[C:15]3[C:14]([CH3:16])=[N:13][N:12]([CH:17]4[CH2:19][CH2:18]4)[C:11]=3[C:10](=[O:20])[N:9]2CC2C=CC(OC)=CC=2)=[CH:4][CH:3]=1. Product: [Cl:1][C:2]1[CH:7]=[CH:6][C:5]([CH:8]2[C:15]3[C:14]([CH3:16])=[N:13][N:12]([CH:17]4[CH2:19][CH2:18]4)[C:11]=3[C:10](=[O:20])[NH:9]2)=[CH:4][CH:3]=1. The catalyst class is: 828.